Dataset: Forward reaction prediction with 1.9M reactions from USPTO patents (1976-2016). Task: Predict the product of the given reaction. (1) Given the reactants [Cl:1][C:2]1[C:3]([C:35](=[O:45])[N:36]([CH2:41][CH2:42][CH2:43][CH3:44])[CH2:37][CH2:38][CH2:39][CH3:40])=[N:4][N:5]([C:8]2[CH:18]=[CH:17][C:16]([C:19](=[O:34])[NH:20][S:21]([C:24]3[CH:33]=[CH:32][C:31]4[C:26](=[CH:27][CH:28]=[CH:29][CH:30]=4)[CH:25]=3)(=[O:23])=[O:22])=[CH:15][C:9]=2[C:10]([O:12]CC)=[O:11])[C:6]=1[CH3:7].[OH-].[Na+].Cl, predict the reaction product. The product is: [Cl:1][C:2]1[C:3]([C:35](=[O:45])[N:36]([CH2:41][CH2:42][CH2:43][CH3:44])[CH2:37][CH2:38][CH2:39][CH3:40])=[N:4][N:5]([C:8]2[CH:18]=[CH:17][C:16]([C:19](=[O:34])[NH:20][S:21]([C:24]3[CH:33]=[CH:32][C:31]4[C:26](=[CH:27][CH:28]=[CH:29][CH:30]=4)[CH:25]=3)(=[O:22])=[O:23])=[CH:15][C:9]=2[C:10]([OH:12])=[O:11])[C:6]=1[CH3:7]. (2) Given the reactants [Cl:1][C:2]1[N:3]=[C:4]([N:13]2[CH2:18][CH2:17][O:16][CH2:15][CH2:14]2)[C:5]2[S:10][C:9]([CH:11]=O)=[CH:8][C:6]=2[N:7]=1.[CH3:19][N:20]([CH3:27])[CH:21]1[CH2:26][CH2:25][NH:24][CH2:23][CH2:22]1, predict the reaction product. The product is: [Cl:1][C:2]1[N:3]=[C:4]([N:13]2[CH2:18][CH2:17][O:16][CH2:15][CH2:14]2)[C:5]2[S:10][C:9]([CH2:11][N:24]3[CH2:25][CH2:26][CH:21]([N:20]([CH3:27])[CH3:19])[CH2:22][CH2:23]3)=[CH:8][C:6]=2[N:7]=1.